Predict the product of the given reaction. From a dataset of Forward reaction prediction with 1.9M reactions from USPTO patents (1976-2016). (1) The product is: [NH2:25][C@@:24]([C:19]1[CH:18]=[CH:17][C:16]2[C:21](=[CH:22][CH:23]=[C:14]([O:13][C@H:10]3[CH2:9][CH2:8][C@@H:7]([C:1]4[CH:6]=[CH:5][CH:4]=[CH:3][CH:2]=4)[CH2:12][CH2:11]3)[CH:15]=2)[CH:20]=1)([CH3:30])[CH2:28][OH:27]. Given the reactants [C:1]1([C@@H:7]2[CH2:12][CH2:11][C@H:10]([O:13][C:14]3[CH:15]=[C:16]4[C:21](=[CH:22][CH:23]=3)[CH:20]=[C:19]([C@:24]3([CH3:30])[CH2:28][O:27]C(=O)[NH:25]3)[CH:18]=[CH:17]4)[CH2:9][CH2:8]2)[CH:6]=[CH:5][CH:4]=[CH:3][CH:2]=1.[OH-].[Li+].C(O)C.O, predict the reaction product. (2) Given the reactants Br[C:2]1[CH:7]=[CH:6][CH:5]=[C:4]([Cl:8])[CH:3]=1.CON(C)[C:12](=[O:24])[CH2:13][CH2:14][N:15]([CH3:23])[C:16](=[O:22])[O:17][C:18]([CH3:21])([CH3:20])[CH3:19], predict the reaction product. The product is: [Cl:8][C:4]1[CH:3]=[C:2]([C:12](=[O:24])[CH2:13][CH2:14][N:15]([CH3:23])[C:16](=[O:22])[O:17][C:18]([CH3:19])([CH3:20])[CH3:21])[CH:7]=[CH:6][CH:5]=1. (3) Given the reactants Br[C:2]1[N:3]=[C:4]2[N:11]([CH2:12][CH2:13][N:14]3[CH2:19][CH2:18][O:17][CH2:16][CH2:15]3)[CH2:10][C:9](=[O:20])[NH:8][C:5]2=[N:6][CH:7]=1.C[Sn](C)(C)[C:23]1[CH:24]=[CH:25][C:26]([C:29]([OH:32])([CH3:31])[CH3:30])=[N:27][CH:28]=1, predict the reaction product. The product is: [OH:32][C:29]([C:26]1[N:27]=[CH:28][C:23]([C:2]2[N:3]=[C:4]3[N:11]([CH2:12][CH2:13][N:14]4[CH2:19][CH2:18][O:17][CH2:16][CH2:15]4)[CH2:10][C:9](=[O:20])[NH:8][C:5]3=[N:6][CH:7]=2)=[CH:24][CH:25]=1)([CH3:31])[CH3:30]. (4) Given the reactants Br[C:2]1[C:3]([C:21]#[N:22])=[C:4]2[CH2:9][N:8]([C:10]([O:12][C:13]([CH3:16])([CH3:15])[CH3:14])=[O:11])[CH2:7][CH2:6][N:5]2[C:17]=1[CH:18]1[CH2:20][CH2:19]1.[CH3:23][O:24][C:25]1[CH:30]=[CH:29][C:28](B(O)O)=[CH:27][CH:26]=1.C(=O)([O-])[O-].[Cs+].[Cs+], predict the reaction product. The product is: [C:21]([C:3]1[C:2]([C:28]2[CH:29]=[CH:30][C:25]([O:24][CH3:23])=[CH:26][CH:27]=2)=[C:17]([CH:18]2[CH2:20][CH2:19]2)[N:5]2[CH2:6][CH2:7][N:8]([C:10]([O:12][C:13]([CH3:16])([CH3:15])[CH3:14])=[O:11])[CH2:9][C:4]=12)#[N:22]. (5) Given the reactants Br[CH2:2][C:3]1[CH:8]=[CH:7][C:6]([Cl:9])=[C:5]([Cl:10])[CH:4]=1.[N-:11]=[N+:12]=[N-:13].[Na+].[C:15]([O:19][CH2:20][CH3:21])(=[O:18])[C:16]#[CH:17], predict the reaction product. The product is: [Cl:10][C:5]1[CH:4]=[C:3]([CH2:2][N:11]2[CH:17]=[C:16]([C:15]([O:19][CH2:20][CH3:21])=[O:18])[N:13]=[N:12]2)[CH:8]=[CH:7][C:6]=1[Cl:9].